Predict the product of the given reaction. From a dataset of Forward reaction prediction with 1.9M reactions from USPTO patents (1976-2016). (1) The product is: [CH3:25][N:26]([CH3:30])[CH2:27][CH2:28][O:14][N:13]=[C:8]1[CH2:7][CH:6]([C:15]2[CH:16]=[CH:17][C:18]([F:21])=[CH:19][CH:20]=2)[CH2:5][C:4]2[N:3]=[C:2]([NH2:1])[N:11]=[C:10]([CH3:12])[C:9]1=2. Given the reactants [NH2:1][C:2]1[N:11]=[C:10]([CH3:12])[C:9]2[C:8](=[N:13][OH:14])[CH2:7][CH:6]([C:15]3[CH:20]=[CH:19][C:18]([F:21])=[CH:17][CH:16]=3)[CH2:5][C:4]=2[N:3]=1.[H-].[Na+].Cl.[CH3:25][N:26]([CH3:30])[CH2:27][CH2:28]Cl.C(N(CC)CC)C, predict the reaction product. (2) Given the reactants [N:1]1[C:8]([NH2:9])=[N:7][C:5]([NH2:6])=[N:4][C:2]=1[NH2:3].[O:10]=[P:11]12[O:22]P3(OP(OP(O3)([O:18]1)=O)(=O)[O:12]2)=O, predict the reaction product. The product is: [C:2]1([NH2:3])[N:4]=[C:5]([NH2:6])[N:7]=[C:8]([NH2:9])[N:1]=1.[OH:12][P:11]([OH:22])([OH:18])=[O:10]. (3) Given the reactants [CH3:1][N:2]1[CH2:8][CH2:7][CH:6]([OH:9])[C:5]2[CH:10]=[CH:11][O:12][C:4]=2[CH2:3]1.[CH3:13][N:14]([CH3:25])[C:15]([C:17]1[C:18]([Cl:24])=[C:19](F)[CH:20]=[CH:21][CH:22]=1)=[O:16], predict the reaction product. The product is: [ClH:24].[CH3:13][N:14]([CH3:25])[C:15]([C:17]1[C:18]([Cl:24])=[C:19]([O:9][CH:6]2[CH2:7][CH2:8][N:2]([CH3:1])[CH2:3][C:4]3[O:12][CH:11]=[CH:10][C:5]2=3)[CH:20]=[CH:21][CH:22]=1)=[O:16]. (4) Given the reactants [C:1]1([C:20]2[CH:25]=[CH:24][CH:23]=[CH:22][CH:21]=2)[CH:6]=[CH:5][C:4]([CH2:7][C:8]([NH:10][C@@H:11]([C:13]2[CH:18]=[CH:17][C:16]([OH:19])=[CH:15][N:14]=2)[CH3:12])=[O:9])=[CH:3][CH:2]=1.Br[CH2:27][CH2:28][CH3:29].C(=O)([O-])[O-].[K+].[K+], predict the reaction product. The product is: [C:1]1([C:20]2[CH:25]=[CH:24][CH:23]=[CH:22][CH:21]=2)[CH:2]=[CH:3][C:4]([CH2:7][C:8]([NH:10][C@@H:11]([C:13]2[CH:18]=[CH:17][C:16]([O:19][CH2:27][CH2:28][CH3:29])=[CH:15][N:14]=2)[CH3:12])=[O:9])=[CH:5][CH:6]=1. (5) Given the reactants I[C:2]1[C:7]([O:8][C:9]2[C:18]3[C:13](=[CH:14][C:15]([O:21][CH3:22])=[C:16]([O:19][CH3:20])[CH:17]=3)[N:12]=[CH:11][CH:10]=2)=[CH:6][CH:5]=[C:4]([CH3:23])[N:3]=1.[CH3:24][O:25][C:26]1[CH:31]=[CH:30][C:29](B(O)O)=[CH:28][CH:27]=1.C(=O)([O-])O.[Na+], predict the reaction product. The product is: [CH3:20][O:19][C:16]1[CH:17]=[C:18]2[C:13](=[CH:14][C:15]=1[O:21][CH3:22])[N:12]=[CH:11][CH:10]=[C:9]2[O:8][C:7]1[C:2]([C:29]2[CH:30]=[CH:31][C:26]([O:25][CH3:24])=[CH:27][CH:28]=2)=[N:3][C:4]([CH3:23])=[CH:5][CH:6]=1. (6) Given the reactants [C:1]([O:5][C:6]([N:8]1[CH2:13][CH2:12][NH:11][CH2:10][CH2:9]1)=[O:7])([CH3:4])([CH3:3])[CH3:2].Cl[CH2:15][CH2:16][NH:17][C:18]([NH:20][C:21]1[C:30]2[C:25](=[CH:26][CH:27]=[CH:28][CH:29]=2)[N:24]=[C:23]([CH3:31])[CH:22]=1)=[O:19].C([O-])(O)=O.[Na+].[Na+].[I-], predict the reaction product. The product is: [C:1]([O:5][C:6]([N:8]1[CH2:13][CH2:12][N:11]([CH2:15][CH2:16][NH:17][C:18]([NH:20][C:21]2[C:30]3[C:25](=[CH:26][CH:27]=[CH:28][CH:29]=3)[N:24]=[C:23]([CH3:31])[CH:22]=2)=[O:19])[CH2:10][CH2:9]1)=[O:7])([CH3:4])([CH3:2])[CH3:3]. (7) Given the reactants [Br:1][C:2]1[N:3]([C@H:19]2[C@H:26]3[C@H:22]([O:23]C(C)(C)[O:25]3)[C@@H:21]([CH2:29][O:30][Si](C(C)(C)C)(C)C)[O:20]2)[C:4]2[C:9]([N:10]=1)=[C:8](/[CH:11]=[CH:12]/[C:13]1[CH:18]=[CH:17][CH:16]=[CH:15][CH:14]=1)[N:7]=[CH:6][N:5]=2, predict the reaction product. The product is: [Br:1][C:2]1[N:3]([C@H:19]2[C@H:26]([OH:25])[C@H:22]([OH:23])[C@@H:21]([CH2:29][OH:30])[O:20]2)[C:4]2[C:9]([N:10]=1)=[C:8](/[CH:11]=[CH:12]/[C:13]1[CH:14]=[CH:15][CH:16]=[CH:17][CH:18]=1)[N:7]=[CH:6][N:5]=2.